This data is from NCI-60 drug combinations with 297,098 pairs across 59 cell lines. The task is: Regression. Given two drug SMILES strings and cell line genomic features, predict the synergy score measuring deviation from expected non-interaction effect. (1) Drug 1: CN1CCC(CC1)COC2=C(C=C3C(=C2)N=CN=C3NC4=C(C=C(C=C4)Br)F)OC. Drug 2: C1CNP(=O)(OC1)N(CCCl)CCCl. Cell line: HOP-92. Synergy scores: CSS=6.30, Synergy_ZIP=-1.44, Synergy_Bliss=0.0798, Synergy_Loewe=-44.0, Synergy_HSA=-5.84. (2) Drug 1: COC1=CC(=CC(=C1O)OC)C2C3C(COC3=O)C(C4=CC5=C(C=C24)OCO5)OC6C(C(C7C(O6)COC(O7)C8=CC=CS8)O)O. Drug 2: CCCS(=O)(=O)NC1=C(C(=C(C=C1)F)C(=O)C2=CNC3=C2C=C(C=N3)C4=CC=C(C=C4)Cl)F. Cell line: HOP-92. Synergy scores: CSS=42.7, Synergy_ZIP=2.37, Synergy_Bliss=3.90, Synergy_Loewe=-32.3, Synergy_HSA=3.04.